Dataset: Retrosynthesis with 50K atom-mapped reactions and 10 reaction types from USPTO. Task: Predict the reactants needed to synthesize the given product. (1) Given the product CC(C)(C)/C=N/S(=O)C(C)(C)C, predict the reactants needed to synthesize it. The reactants are: CC(C)(C)C=O.CC(C)(C)S(N)=O. (2) Given the product C=C1N(CCCC)C(=O)OC12CCN(CCC=C(c1ccc(Cl)cc1)c1ccc(Cl)cc1)CC2, predict the reactants needed to synthesize it. The reactants are: C=C1N(CCCC)C(=O)OC12CCNCC2.Clc1ccc(C(=CCCBr)c2ccc(Cl)cc2)cc1. (3) Given the product CCOC(=O)CCCSC(N)=S, predict the reactants needed to synthesize it. The reactants are: CCOC(=O)CCCBr.NC(=S)[S-]. (4) Given the product CC(C)(C)OC(=O)N1CCc2ccncc2C1, predict the reactants needed to synthesize it. The reactants are: CC(C)(C)OC(=O)OC(=O)OC(C)(C)C.c1cc2c(cn1)CNCC2. (5) Given the product OC1(c2ccc(Cl)c(Cl)c2)CCNC1, predict the reactants needed to synthesize it. The reactants are: CC(C)(C)OC(=O)N1CCC(O)(c2ccc(Cl)c(Cl)c2)C1.